Dataset: Forward reaction prediction with 1.9M reactions from USPTO patents (1976-2016). Task: Predict the product of the given reaction. (1) Given the reactants [CH3:1][O:2][CH2:3][CH2:4][CH2:5][CH2:6][N:7]1[C:15]2[C:10](=[CH:11][CH:12]=[CH:13][CH:14]=2)[CH:9]=[C:8]1[C:16]([N:18]([CH2:36][CH:37]([CH3:39])[CH3:38])[C@@H:19]1[CH2:24][N:23](C(OC(C)(C)C)=O)[CH2:22][C@H:21]([C:32]([O:34][CH3:35])=[O:33])[CH2:20]1)=[O:17].C(OCC)(=O)C.Cl, predict the reaction product. The product is: [CH3:1][O:2][CH2:3][CH2:4][CH2:5][CH2:6][N:7]1[C:15]2[C:10](=[CH:11][CH:12]=[CH:13][CH:14]=2)[CH:9]=[C:8]1[C:16]([N:18]([CH2:36][CH:37]([CH3:39])[CH3:38])[C@@H:19]1[CH2:24][NH:23][CH2:22][C@H:21]([C:32]([O:34][CH3:35])=[O:33])[CH2:20]1)=[O:17]. (2) Given the reactants [Cl:1][C:2]1[CH:10]=[C:9]2[C:5]([C:6]([C:11](=[O:16])[C:12]([F:15])([F:14])[F:13])=[CH:7][NH:8]2)=[CH:4][CH:3]=1.C(=O)([O-])[O-].[K+].[K+].I[CH2:24][CH2:25][CH3:26], predict the reaction product. The product is: [Cl:1][C:2]1[CH:10]=[C:9]2[C:5]([C:6]([C:11](=[O:16])[C:12]([F:13])([F:14])[F:15])=[CH:7][N:8]2[CH2:24][CH2:25][CH3:26])=[CH:4][CH:3]=1. (3) Given the reactants [Si:1]([O:18][CH2:19][CH2:20][CH2:21]O)([C:14]([CH3:17])([CH3:16])[CH3:15])([C:8]1[CH:13]=[CH:12][CH:11]=[CH:10][CH:9]=1)[C:2]1[CH:7]=[CH:6][CH:5]=[CH:4][CH:3]=1.[I:23]I.C1C=CC(P(C2C=CC=CC=2)C2C=CC=CC=2)=CC=1.N1C=CN=C1, predict the reaction product. The product is: [Si:1]([O:18][CH2:19][CH2:20][CH2:21][I:23])([C:14]([CH3:17])([CH3:16])[CH3:15])([C:8]1[CH:13]=[CH:12][CH:11]=[CH:10][CH:9]=1)[C:2]1[CH:7]=[CH:6][CH:5]=[CH:4][CH:3]=1. (4) Given the reactants [CH:1]([C:3]1[CH:20]=[CH:19][C:6]2/[C:7](=[CH:16]/[C:17]#[N:18])/[C:8]3[CH:15]=[CH:14][CH:13]=[CH:12][C:9]=3[CH2:10][CH2:11][C:5]=2[CH:4]=1)=[O:2].[CH2:21]([Mg]Br)[CH2:22][CH3:23], predict the reaction product. The product is: [OH:2][CH:1]([C:3]1[CH:20]=[CH:19][C:6]2/[C:7](=[CH:16]/[C:17]#[N:18])/[C:8]3[CH:15]=[CH:14][CH:13]=[CH:12][C:9]=3[CH2:10][CH2:11][C:5]=2[CH:4]=1)[CH2:21][CH2:22][CH3:23]. (5) The product is: [CH3:36][O:37][CH:38]1[CH2:43][CH2:42][N:41]([C:18]([N:8]2[CH2:7][C:6]3[CH:9]=[CH:10][C:11]([C:13]([O:15][CH3:16])=[O:14])=[CH:12][C:5]=3[O:4][CH2:3][C@@H:2]2[CH3:1])=[O:20])[CH2:40][CH2:39]1. Given the reactants [CH3:1][C@@H:2]1[NH:8][CH2:7][C:6]2[CH:9]=[CH:10][C:11]([C:13]([O:15][CH3:16])=[O:14])=[CH:12][C:5]=2[O:4][CH2:3]1.Cl[C:18](Cl)([O:20]C(=O)OC(Cl)(Cl)Cl)Cl.CCN(CC)CC.[CH3:36][O:37][CH:38]1[CH2:43][CH2:42][NH:41][CH2:40][CH2:39]1, predict the reaction product. (6) Given the reactants [Cl:1][C:2]1[CH:7]=[CH:6][C:5]([C@@:8]2([OH:34])[CH2:13][CH2:12][N:11]([C:14](=[O:31])[C@H:15]([NH:19][C:20]([C@@H:22]3[CH2:30][CH2:29][C:24]4([NH:28][CH2:27][CH2:26][CH2:25]4)[CH2:23]3)=[O:21])[CH:16]([CH3:18])[CH3:17])[CH2:10][C:9]2([CH3:33])[CH3:32])=[CH:4][CH:3]=1.C(N(CC)CC)C.[C:42](OC(=O)C)(=[O:44])[CH3:43].C(O)(C(F)(F)F)=O, predict the reaction product. The product is: [C:42]([N:28]1[C:24]2([CH2:29][CH2:30][C@@H:22]([C:20]([NH:19][C@H:15]([CH:16]([CH3:18])[CH3:17])[C:14]([N:11]3[CH2:12][CH2:13][C@@:8]([C:5]4[CH:6]=[CH:7][C:2]([Cl:1])=[CH:3][CH:4]=4)([OH:34])[C:9]([CH3:32])([CH3:33])[CH2:10]3)=[O:31])=[O:21])[CH2:23]2)[CH2:25][CH2:26][CH2:27]1)(=[O:44])[CH3:43].